Predict the reaction yield, written as a fraction of the theoretical maximum amount of product (1.0 means a 100% yield; for example, 0.34 means a 34% yield). From a dataset of Reaction yield outcomes from USPTO patents with 853,638 reactions. (1) The reactants are [CH3:1][C:2]1[CH:7]=[CH:6][C:5]([C:8]2[C:16]3[C:11](=[CH:12][CH:13]=[CH:14][CH:15]=3)[NH:10][N:9]=2)=[CH:4][CH:3]=1.CC[O-].[Na+].[Cl:21][C:22]1[CH:29]=[CH:28][CH:27]=[CH:26][C:23]=1[CH2:24]Cl. No catalyst specified. The product is [Cl:21][C:22]1[CH:29]=[CH:28][CH:27]=[CH:26][C:23]=1[CH2:24][N:9]1[C:8]([C:5]2[CH:4]=[CH:3][C:2]([CH3:1])=[CH:7][CH:6]=2)=[C:16]2[C:11]([CH:12]=[CH:13][CH:14]=[CH:15]2)=[N:10]1. The yield is 0.0300. (2) The reactants are [O:1]1[CH:5]=[CH:4][CH:3]=[C:2]1[CH2:6][OH:7].[Cl:8][C:9]1[C:14](Cl)=[N:13][CH:12]=[CH:11][N:10]=1. No catalyst specified. The product is [Cl:8][C:9]1[C:14]([O:7][CH2:6][C:2]2[O:1][CH:5]=[CH:4][CH:3]=2)=[N:13][CH:12]=[CH:11][N:10]=1. The yield is 0.680. (3) The product is [CH2:1]([O:3][C:4]1[CH:5]=[C:6]([C:10]2[C:19]3[C:14](=[CH:15][CH:16]=[C:17]([C:20]([OH:21])([C:22]4[CH:23]=[N:24][CH:25]=[CH:26][CH:27]=4)[C:28]4[CH:29]=[N:30][CH:31]=[CH:32][CH:33]=4)[CH:18]=3)[NH:13][C:12](=[O:34])[CH:11]=2)[CH:7]=[CH:8][CH:9]=1)[CH3:2]. The yield is 0.443. The reactants are [CH2:1]([O:3][C:4]1[CH:5]=[C:6]([C:10]2[C:19]3[C:14](=[CH:15][CH:16]=[C:17]([C:20]([C:28]4[CH:29]=[N:30][CH:31]=[CH:32][CH:33]=4)([C:22]4[CH:23]=[N:24][CH:25]=[CH:26][CH:27]=4)[OH:21])[CH:18]=3)[N:13]=[C:12]([O:34]C)[CH:11]=2)[CH:7]=[CH:8][CH:9]=1)[CH3:2].Cl. The catalyst is C1COCC1. (4) The reactants are [CH3:1][C:2]1[O:6][C:5]2[C:7]([O:13]C(C)C)=[C:8]([O:11][CH3:12])[CH:9]=[CH:10][C:4]=2[C:3]=1[C:17](=[O:30])[C:18]1[CH:23]=[C:22]([O:24][CH3:25])[C:21]([O:26][CH3:27])=[C:20]([O:28][CH3:29])[CH:19]=1.B(Cl)(Cl)Cl. No catalyst specified. The product is [CH3:1][C:2]1[O:6][C:5]2[C:7]([OH:13])=[C:8]([O:11][CH3:12])[CH:9]=[CH:10][C:4]=2[C:3]=1[C:17](=[O:30])[C:18]1[CH:23]=[C:22]([O:24][CH3:25])[C:21]([O:26][CH3:27])=[C:20]([O:28][CH3:29])[CH:19]=1. The yield is 0.830. (5) The reactants are [Cl:1][C:2]1[CH:3]=[C:4]([CH:9]=[C:10]([Cl:24])[C:11]=1[O:12][C:13]1[CH:18]=[CH:17][C:16]([O:19][CH3:20])=[C:15]([CH:21]([CH3:23])[CH3:22])[CH:14]=1)[C:5](OC)=[O:6].CC(C[AlH]CC(C)C)C. The catalyst is C1COCC1. The product is [CH:21]([C:15]1[CH:14]=[C:13]([CH:18]=[CH:17][C:16]=1[O:19][CH3:20])[O:12][C:11]1[C:10]([Cl:24])=[CH:9][C:4]([CH2:5][OH:6])=[CH:3][C:2]=1[Cl:1])([CH3:23])[CH3:22]. The yield is 1.00.